From a dataset of Full USPTO retrosynthesis dataset with 1.9M reactions from patents (1976-2016). Predict the reactants needed to synthesize the given product. (1) The reactants are: [Si]([O:8][C:9]1[CH:14]=[CH:13][C:12]([C:15]2[CH:20]=[CH:19][C:18]([CH:21]=[O:22])=[CH:17][CH:16]=2)=[CH:11][CH:10]=1)(C(C)(C)C)(C)C.[F-].[K+].Br.Cl. Given the product [OH:8][C:9]1[CH:10]=[CH:11][C:12]([C:15]2[CH:20]=[CH:19][C:18]([CH:21]=[O:22])=[CH:17][CH:16]=2)=[CH:13][CH:14]=1, predict the reactants needed to synthesize it. (2) Given the product [N:30]1([C:11]2[C:10](=[O:13])[C:9]3[C:4](=[CH:5][CH:6]=[CH:7][CH:8]=3)[C:3](=[O:14])[C:2]=2[NH:15][C:16]2[CH:25]=[C:24]3[C:19]([C:20]([CH3:27])=[CH:21][C:22](=[O:26])[O:23]3)=[CH:18][CH:17]=2)[CH2:31][CH2:32][CH2:29][CH2:28]1, predict the reactants needed to synthesize it. The reactants are: Cl[C:2]1[C:3](=[O:14])[C:4]2[C:9]([C:10](=[O:13])[C:11]=1Cl)=[CH:8][CH:7]=[CH:6][CH:5]=2.[NH2:15][C:16]1[CH:25]=[C:24]2[C:19]([C:20]([CH3:27])=[CH:21][C:22](=[O:26])[O:23]2)=[CH:18][CH:17]=1.[CH2:28]([N:30](CC)[CH2:31][CH3:32])[CH3:29].N1CCCC1. (3) Given the product [CH3:34][O:35][CH2:36][CH2:37][NH:38][C:4]([C:6]1[C:7]2[S:15][CH:14]=[C:13]([CH2:16][O:17][C:18]3[CH:23]=[CH:22][CH:21]=[C:20]([C:24](=[O:33])[NH:25][C:26]4[CH:31]=[CH:30][C:29]([Cl:32])=[CH:28][CH:27]=4)[CH:19]=3)[C:8]=2[C:9]([NH2:12])=[N:10][CH:11]=1)=[O:5], predict the reactants needed to synthesize it. The reactants are: C(O[C:4]([C:6]1[C:7]2[S:15][CH:14]=[C:13]([CH2:16][O:17][C:18]3[CH:23]=[CH:22][CH:21]=[C:20]([C:24](=[O:33])[NH:25][C:26]4[CH:31]=[CH:30][C:29]([Cl:32])=[CH:28][CH:27]=4)[CH:19]=3)[C:8]=2[C:9]([NH2:12])=[N:10][CH:11]=1)=[O:5])C.[CH3:34][O:35][CH2:36][CH2:37][NH2:38]. (4) The reactants are: [CH3:1][O:2][C:3]1[C:4]([CH3:34])=[C:5]([C:25]([O:32][CH3:33])=[C:26]([O:30][CH3:31])[C:27]=1[O:28][CH3:29])[CH2:6][C:7]1[CH:16]=[CH:15][C:10]([C:11]([O:13][CH3:14])=[O:12])=[C:9](OS(C(F)(F)F)(=O)=O)[CH:8]=1.C(=O)([O-])[O-].[Na+].[Na+].[Cl-].[Li+].B1([C:49]2[CH:54]=[CH:53][CH:52]=[N:51][CH:50]=2)OCCCO1. Given the product [CH3:1][O:2][C:3]1[C:4]([CH3:34])=[C:5]([C:25]([O:32][CH3:33])=[C:26]([O:30][CH3:31])[C:27]=1[O:28][CH3:29])[CH2:6][C:7]1[CH:16]=[CH:15][C:10]([C:11]([O:13][CH3:14])=[O:12])=[C:9]([C:49]2[CH:50]=[N:51][CH:52]=[CH:53][CH:54]=2)[CH:8]=1, predict the reactants needed to synthesize it. (5) The reactants are: N1C=CN=C1.[Br:6][C:7]1[CH:8]=[C:9]([CH:12]=[C:13]([Br:15])[CH:14]=1)[CH2:10][OH:11].[Si:16](Cl)([C:29]([CH3:32])([CH3:31])[CH3:30])([C:23]1[CH:28]=[CH:27][CH:26]=[CH:25][CH:24]=1)[C:17]1[CH:22]=[CH:21][CH:20]=[CH:19][CH:18]=1. Given the product [C:29]([Si:16]([O:11][CH2:10][C:9]1[CH:8]=[C:7]([Br:6])[CH:14]=[C:13]([Br:15])[CH:12]=1)([C:23]1[CH:28]=[CH:27][CH:26]=[CH:25][CH:24]=1)[C:17]1[CH:18]=[CH:19][CH:20]=[CH:21][CH:22]=1)([CH3:32])([CH3:30])[CH3:31], predict the reactants needed to synthesize it.